Predict the product of the given reaction. From a dataset of Forward reaction prediction with 1.9M reactions from USPTO patents (1976-2016). Given the reactants [CH2:1]([O:8][C:9]1[CH:16]=[CH:15][C:12]([CH:13]=[O:14])=[C:11]([OH:17])[CH:10]=1)[C:2]1[CH:7]=[CH:6][CH:5]=[CH:4][CH:3]=1.Br[CH2:19][CH2:20][CH2:21][C:22]([O:24][CH2:25][CH3:26])=[O:23].C([O-])([O-])=O.[Cs+].[Cs+].Cl, predict the reaction product. The product is: [CH2:1]([O:8][C:9]1[CH:16]=[CH:15][C:12]([CH:13]=[O:14])=[C:11]([CH:10]=1)[O:17][CH2:19][CH2:20][CH2:21][C:22]([O:24][CH2:25][CH3:26])=[O:23])[C:2]1[CH:3]=[CH:4][CH:5]=[CH:6][CH:7]=1.